Dataset: Peptide-MHC class I binding affinity with 185,985 pairs from IEDB/IMGT. Task: Regression. Given a peptide amino acid sequence and an MHC pseudo amino acid sequence, predict their binding affinity value. This is MHC class I binding data. The peptide sequence is GIPHPAGLK. The MHC is HLA-B35:01 with pseudo-sequence HLA-B35:01. The binding affinity (normalized) is 0.00378.